This data is from Forward reaction prediction with 1.9M reactions from USPTO patents (1976-2016). The task is: Predict the product of the given reaction. (1) Given the reactants [Cl:1][C:2]1[CH:3]=[CH:4][C:5]([O:17][CH2:18][C:19]2[CH:24]=[CH:23][CH:22]=[CH:21][CH:20]=2)=[C:6]([CH2:8][C:9]2[S:10][CH:11]=[C:12]([C:14]([NH2:16])=[O:15])[N:13]=2)[CH:7]=1.CO[CH:27](OC)[N:28]([CH3:30])[CH3:29], predict the reaction product. The product is: [Cl:1][C:2]1[CH:3]=[CH:4][C:5]([O:17][CH2:18][C:19]2[CH:20]=[CH:21][CH:22]=[CH:23][CH:24]=2)=[C:6]([CH2:8][C:9]2[S:10][CH:11]=[C:12]([C:14](/[N:16]=[CH:27]/[N:28]([CH3:30])[CH3:29])=[O:15])[N:13]=2)[CH:7]=1. (2) Given the reactants C(O[CH:4]=[C:5]([C:11](=[O:18])[NH:12][C:13]([O:15]CC)=O)[C:6]([O:8][CH2:9][CH3:10])=[O:7])C.[NH2:19][C:20]1[CH:28]=[C:27]2[C:23]([C:24]([CH3:32])([CH3:31])[C:25](=[O:30])[N:26]2[CH3:29])=[CH:22][CH:21]=1.CC(C)([O-])C.[K+].Cl, predict the reaction product. The product is: [O:15]=[C:13]1[NH:12][C:11](=[O:18])[C:5]([C:6]([O:8][CH2:9][CH3:10])=[O:7])=[CH:4][N:19]1[C:20]1[CH:28]=[C:27]2[C:23]([C:24]([CH3:32])([CH3:31])[C:25](=[O:30])[N:26]2[CH3:29])=[CH:22][CH:21]=1.